This data is from Full USPTO retrosynthesis dataset with 1.9M reactions from patents (1976-2016). The task is: Predict the reactants needed to synthesize the given product. Given the product [OH:36][C:33]1[CH:34]=[CH:35][C:30]([N:19]2[C:20]([C:22]3[CH:27]=[CH:26][C:25]([O:28][CH3:29])=[CH:24][CH:23]=3)=[CH:21][C:17]([CH:14]3[CH2:15][CH2:16][N:11]([C:9](=[O:8])[N:65]([OH:66])[CH3:64])[CH2:12][CH2:13]3)=[N:18]2)=[CH:31][CH:32]=1, predict the reactants needed to synthesize it. The reactants are: C([O:8][C:9]([N:11]1[CH2:16][CH2:15][CH:14]([C:17]2[CH:21]=[C:20]([C:22]3[CH:27]=[CH:26][C:25]([O:28][CH3:29])=[CH:24][CH:23]=3)[N:19]([C:30]3[CH:35]=[CH:34][C:33]([O:36]CC4C=CC=CC=4)=[CH:32][CH:31]=3)[N:18]=2)[CH2:13][CH2:12]1)=O)C1C=CC=CC=1.ClC(Cl)(OC(=O)OC(Cl)(Cl)Cl)Cl.C(N(CC)CC)C.Cl.[CH3:64][NH:65][OH:66].C(=O)([O-])[O-].[K+].[K+].